Task: Regression. Given a peptide amino acid sequence and an MHC pseudo amino acid sequence, predict their binding affinity value. This is MHC class I binding data.. Dataset: Peptide-MHC class I binding affinity with 185,985 pairs from IEDB/IMGT (1) The peptide sequence is LLTACTIFYI. The MHC is HLA-B51:01 with pseudo-sequence HLA-B51:01. The binding affinity (normalized) is 0. (2) The peptide sequence is AIKRRLRTL. The MHC is HLA-B08:01 with pseudo-sequence HLA-B08:01. The binding affinity (normalized) is 0.790. (3) The peptide sequence is RVWRGEQGK. The MHC is HLA-B27:05 with pseudo-sequence HLA-B27:05. The binding affinity (normalized) is 0.175. (4) The peptide sequence is TPRGAVMDII. The MHC is HLA-B51:01 with pseudo-sequence HLA-B51:01. The binding affinity (normalized) is 0.334. (5) The peptide sequence is SLLFREVWK. The MHC is HLA-A80:01 with pseudo-sequence HLA-A80:01. The binding affinity (normalized) is 0.0847. (6) The peptide sequence is ITFLRVLSI. The MHC is HLA-A32:01 with pseudo-sequence HLA-A32:01. The binding affinity (normalized) is 0.574.